From a dataset of Reaction yield outcomes from USPTO patents with 853,638 reactions. Predict the reaction yield, written as a fraction of the theoretical maximum amount of product (1.0 means a 100% yield; for example, 0.34 means a 34% yield). (1) The reactants are Cl[C:2]1[CH:3]=[CH:4][C:5]2[O:18][CH:17]([CH2:19][OH:20])[N:8]3[C:9]4[CH:10]=[CH:11][CH:12]=[C:13]([F:16])[C:14]=4[CH:15]=[C:7]3[C:6]=2[N:21]=1.[CH3:22][O:23][C:24]1[N:29]=[CH:28][C:27]([C:30]2[O:31][C:32]3[CH:42]=[C:41]([N:43]([CH3:48])[S:44]([CH3:47])(=[O:46])=[O:45])[C:40](B4OC(C)(C)C(C)(C)O4)=[CH:39][C:33]=3[C:34]=2[C:35]([NH:37][CH3:38])=[O:36])=[CH:26][CH:25]=1.C(=O)([O-])[O-].[Na+].[Na+].CC(C1C=C(C(C)C)C(C2C=CC=CC=2P(C2CCCCC2)C2CCCCC2)=C(C(C)C)C=1)C. The catalyst is O1CCOCC1.O.C1C=CC(/C=C/C(/C=C/C2C=CC=CC=2)=O)=CC=1.C1C=CC(/C=C/C(/C=C/C2C=CC=CC=2)=O)=CC=1.C1C=CC(/C=C/C(/C=C/C2C=CC=CC=2)=O)=CC=1.[Pd].[Pd]. The product is [F:16][C:13]1[C:14]2[CH:15]=[C:7]3[C:6]4[N:21]=[C:2]([C:40]5[C:41]([N:43]([CH3:48])[S:44]([CH3:47])(=[O:46])=[O:45])=[CH:42][C:32]6[O:31][C:30]([C:27]7[CH:28]=[N:29][C:24]([O:23][CH3:22])=[CH:25][CH:26]=7)=[C:34]([C:35]([NH:37][CH3:38])=[O:36])[C:33]=6[CH:39]=5)[CH:3]=[CH:4][C:5]=4[O:18][CH:17]([CH2:19][OH:20])[N:8]3[C:9]=2[CH:10]=[CH:11][CH:12]=1. The yield is 0.470. (2) The reactants are [NH2:1][C:2]1[CH:3]=[C:4]([OH:12])[C:5](=[CH:10][CH:11]=1)[C:6]([O:8][CH3:9])=[O:7].[Cl:13][C:14]1[CH:19]=[CH:18][C:17]([Cl:20])=[CH:16][C:15]=1[S:21](Cl)(=[O:23])=[O:22]. No catalyst specified. The product is [Cl:13][C:14]1[CH:19]=[CH:18][C:17]([Cl:20])=[CH:16][C:15]=1[S:21]([NH:1][C:2]1[CH:11]=[CH:10][C:5]([C:6]([O:8][CH3:9])=[O:7])=[C:4]([OH:12])[CH:3]=1)(=[O:23])=[O:22]. The yield is 0.310. (3) The product is [N:28]12[CH2:49][CH2:50][CH:51]([CH2:31][CH2:29]1)[CH:26]([C@@H:16]1[C:17](=[O:55])[CH:18]=[C:19]3[CH:21]=[N:9][CH:10]=[CH:11][N:12]4[C:20]3=[C:15]1[CH2:14][NH:13]4)[CH2:25]2. The yield is 0.630. No catalyst specified. The reactants are N12CCC(CC1)[C@H]([NH:9][CH2:10][CH2:11][N:12]1[C:20]3[C:15](=[CH:16][CH:17]=[CH:18][C:19]=3[C:21]([O-])=O)[CH:14]=[N:13]1)C2.[Li+].[CH:25]([N:28](CC)[CH:29]([CH3:31])C)(C)[CH3:26].CCCP1(OP(CCC)(=O)OP([CH2:49][CH2:50][CH3:51])(=O)O1)=O.C1C[O:55]CC1. (4) The reactants are N([O-])=O.[K+].N[C:6]1[CH:13]=[CH:12][C:9]([C:10]#[N:11])=[C:8]([F:14])[C:7]=1[CH3:15].[BrH:16].[OH-].[Na+]. The product is [Br:16][C:6]1[CH:13]=[CH:12][C:9]([C:10]#[N:11])=[C:8]([F:14])[C:7]=1[CH3:15]. The yield is 0.800. The catalyst is CS(C)=O.[Cu]Br.O. (5) The reactants are Br[C:2]1[CH:7]=[CH:6][C:5]([C@H:8]([C:16]2[CH:21]=[CH:20][C:19]([F:22])=[CH:18][CH:17]=2)[NH:9][S@:10]([C:12]([CH3:15])([CH3:14])[CH3:13])=[O:11])=[CH:4][CH:3]=1.[CH3:23][PH:24]([O-])([O-:28])[O:25][CH2:26][CH3:27].CCN(CC)CC. The catalyst is C1COCC1.C1C=CC(P(C2C=CC=CC=2)[C-]2C=CC=C2)=CC=1.C1C=CC(P(C2C=CC=CC=2)[C-]2C=CC=C2)=CC=1.Cl[Pd]Cl.[Fe+2]. The product is [CH3:13][C:12]([CH3:15])([S@@:10]([NH:9][C@@H:8]([C:16]1[CH:21]=[CH:20][C:19]([F:22])=[CH:18][CH:17]=1)[C:5]1[CH:6]=[CH:7][C:2]([P:24]([CH3:23])(=[O:28])[O:25][CH2:26][CH3:27])=[CH:3][CH:4]=1)=[O:11])[CH3:14]. The yield is 0.680. (6) The reactants are [CH:1](C1C=CC(CN(C)C(=O)OCC2C=CC=CC=2)=CC=1)=O.C(=NC1C=CC=C2C=1COC2=O)C1C=CC=CC=1.C[O-].[Na+].CO.[CH2:45]([O:52][C:53]([N:55]([CH2:57][C:58]1[CH:63]=[CH:62][C:61]([CH:64]2[C:73](=[O:74])[C:72]3[C:71]([C:75]([O:77][CH3:78])=[O:76])=[CH:70][CH:69]=[CH:68][C:67]=3[NH:66][CH:65]2[C:79]2[CH:84]=[CH:83][CH:82]=[CH:81][CH:80]=2)=[CH:60][CH:59]=1)[CH3:56])=[O:54])[C:46]1[CH:51]=[CH:50][CH:49]=[CH:48][CH:47]=1. The catalyst is C(OCC)(=O)CC. The product is [CH2:45]([O:52][C:53]([N:55]([CH2:57][C:58]1[CH:63]=[CH:62][C:61]([CH:64]2[C:73](=[O:74])[C:72]3[C:71]([C:75]([O:77][CH2:78][CH3:1])=[O:76])=[CH:70][CH:69]=[CH:68][C:67]=3[NH:66][CH:65]2[C:79]2[CH:84]=[CH:83][CH:82]=[CH:81][CH:80]=2)=[CH:60][CH:59]=1)[CH3:56])=[O:54])[C:46]1[CH:51]=[CH:50][CH:49]=[CH:48][CH:47]=1. The yield is 0.200. (7) The reactants are [CH:1](=[O:5])[CH2:2][CH2:3][CH3:4].[Br:6][C:7]1[CH:8]=[C:9]([CH:15]=[CH:16][CH:17]=1)/[CH:10]=[CH:11]/[N+:12]([O-:14])=[O:13].CCOCC.[Na+].[Cl-]. The catalyst is C(Cl)(Cl)Cl. The product is [Br:6][C:7]1[CH:8]=[C:9]([C@@H:10]([C:1](=[O:5])[CH2:2][CH2:3][CH3:4])[CH2:11][N+:12]([O-:14])=[O:13])[CH:15]=[CH:16][CH:17]=1. The yield is 0.500.